Task: Binary Classification. Given a drug SMILES string, predict its activity (active/inactive) in a high-throughput screening assay against a specified biological target.. Dataset: Choline transporter screen with 302,306 compounds (1) The drug is O=C1N(C(=O)C(=C(/C1=N\c1ccc(N(C)C)cc1)C)C#N)C. The result is 0 (inactive). (2) The compound is ClC1=CC(=C\Nc2c(Sc3c([nH]nc3C)C)cccc2)/C(=O)C([N+]([O-])=O)=C1. The result is 1 (active).